Dataset: Full USPTO retrosynthesis dataset with 1.9M reactions from patents (1976-2016). Task: Predict the reactants needed to synthesize the given product. (1) The reactants are: [NH2:1][CH2:2][C:3]1[CH:4]=[C:5]([N:9]2[C:13]([C:14]([OH:16])=[O:15])=[CH:12][C:11]([C:17]([F:20])([F:19])[F:18])=[N:10]2)[CH:6]=[CH:7][CH:8]=1.[C:21](Cl)(=O)[C:22](Cl)=O. Given the product [C:2]([C:3]1[CH:4]=[C:5]([N:9]2[C:13]([C:14]([O:16][CH2:21][CH3:22])=[O:15])=[CH:12][C:11]([C:17]([F:19])([F:20])[F:18])=[N:10]2)[CH:6]=[CH:7][CH:8]=1)#[N:1], predict the reactants needed to synthesize it. (2) Given the product [Cl:1][C:2]1[CH:27]=[CH:26][C:5]2=[N:6][N:7]([C:9]3[CH:10]=[C:11]([CH:18]=[C:19]([C:22]([CH3:23])([CH3:24])[CH3:25])[C:20]=3[OH:21])[CH2:12][CH2:13][C:14]([O:16][CH:17]3[CH2:33][C:34]([CH3:36])([CH3:35])[N:29]([CH3:28])[C:30]([CH3:39])([CH3:38])[CH2:31]3)=[O:15])[N:8]=[C:4]2[CH:3]=1, predict the reactants needed to synthesize it. The reactants are: [Cl:1][C:2]1[CH:27]=[CH:26][C:5]2=[N:6][N:7]([C:9]3[CH:10]=[C:11]([CH:18]=[C:19]([C:22]([CH3:25])([CH3:24])[CH3:23])[C:20]=3[OH:21])[CH2:12][CH2:13][C:14]([O:16][CH3:17])=[O:15])[N:8]=[C:4]2[CH:3]=1.[CH3:28][N:29]1[C:34]([CH3:36])([CH3:35])[CH2:33]C(O)[CH2:31][C:30]1([CH3:39])[CH3:38].